Dataset: Forward reaction prediction with 1.9M reactions from USPTO patents (1976-2016). Task: Predict the product of the given reaction. (1) Given the reactants C[Si]([N-][Si](C)(C)C)(C)C.[K+].[CH3:11][C:12]1[C:21]([CH2:22][C:23]([O:25][CH3:26])=[O:24])=[C:20]([C:27]2[CH:32]=[CH:31][CH:30]=[CH:29][CH:28]=2)[C:19]2[CH2:18][CH2:17][CH2:16][CH2:15][C:14]=2[N:13]=1.C1(S(N2C(C3C=CC=CC=3)O2)(=O)=[O:40])C=CC=CC=1, predict the reaction product. The product is: [OH:40][CH:22]([C:21]1[C:12]([CH3:11])=[N:13][C:14]2[CH2:15][CH2:16][CH2:17][CH2:18][C:19]=2[C:20]=1[C:27]1[CH:28]=[CH:29][CH:30]=[CH:31][CH:32]=1)[C:23]([O:25][CH3:26])=[O:24]. (2) Given the reactants [OH:1][C:2]([CH3:36])([CH3:35])[CH2:3][C@@:4]1([C:29]2[CH:34]=[CH:33][CH:32]=[CH:31][CH:30]=2)[O:9][C:8](=[O:10])[N:7]([C@H:11]([C:14]2[CH:19]=[CH:18][C:17](B3OC(C)(C)C(C)(C)O3)=[CH:16][CH:15]=2)[CH2:12]C)[CH2:6][CH2:5]1.Br[C:38]1[S:39][C:40]([C:43]([N:45]([CH3:47])[CH3:46])=[O:44])=[CH:41][N:42]=1, predict the reaction product. The product is: [OH:1][C:2]([CH3:35])([CH3:36])[CH2:3][C@@:4]1([C:29]2[CH:34]=[CH:33][CH:32]=[CH:31][CH:30]=2)[O:9][C:8](=[O:10])[N:7]([C@H:11]([C:14]2[CH:15]=[CH:16][C:17]([C:38]3[S:39][C:40]([C:43]([N:45]([CH3:47])[CH3:46])=[O:44])=[CH:41][N:42]=3)=[CH:18][CH:19]=2)[CH3:12])[CH2:6][CH2:5]1. (3) Given the reactants C([Si](C)(C)[O:6][CH2:7][C:8]([N:11]1[C:19]2[C:18]([F:20])=[CH:17][N:16]=[CH:15][C:14]=2[C:13]([C:21]([C:23]2[CH:24]=[C:25]([NH:29][C:30](=[O:42])[CH2:31][C:32]3[CH:37]=[CH:36][C:35]([C:38]([F:41])([F:40])[F:39])=[CH:34][CH:33]=3)[CH:26]=[N:27][CH:28]=2)=[O:22])=[CH:12]1)([CH3:10])[CH3:9])(C)(C)C, predict the reaction product. The product is: [F:20][C:18]1[C:19]2[N:11]([C:8]([CH3:10])([CH3:9])[CH2:7][OH:6])[CH:12]=[C:13]([C:21]([C:23]3[CH:24]=[C:25]([NH:29][C:30](=[O:42])[CH2:31][C:32]4[CH:33]=[CH:34][C:35]([C:38]([F:39])([F:41])[F:40])=[CH:36][CH:37]=4)[CH:26]=[N:27][CH:28]=3)=[O:22])[C:14]=2[CH:15]=[N:16][CH:17]=1. (4) Given the reactants [CH3:1][S:2]([C:5]1[CH:10]=[CH:9][CH:8]=[CH:7][C:6]=1[C:11]1[CH:16]=[CH:15][C:14]([N:17]2[CH2:22][CH2:21][C:20]3[C:23]([C:37]([F:40])([F:39])[F:38])=[N:24][N:25]([C:26]4[CH:34]=[CH:33][C:32]([O:35][CH3:36])=[CH:31][C:27]=4[C:28](Cl)=[O:29])[C:19]=3[C:18]2=[O:41])=[CH:13][CH:12]=1)(=[O:4])=[O:3].[NH3:42], predict the reaction product. The product is: [CH3:1][S:2]([C:5]1[CH:10]=[CH:9][CH:8]=[CH:7][C:6]=1[C:11]1[CH:16]=[CH:15][C:14]([N:17]2[CH2:22][CH2:21][C:20]3[C:23]([C:37]([F:40])([F:39])[F:38])=[N:24][N:25]([C:26]4[CH:34]=[CH:33][C:32]([O:35][CH3:36])=[CH:31][C:27]=4[C:28]([NH2:42])=[O:29])[C:19]=3[C:18]2=[O:41])=[CH:13][CH:12]=1)(=[O:4])=[O:3]. (5) Given the reactants [CH:1]([C:3]1[CH:10]=[CH:9][C:6]([CH2:7]Cl)=[CH:5][CH:4]=1)=[CH2:2].[C:11]1(=[O:21])[NH:15][C:14](=[O:16])[C:13]2=[CH:17][CH:18]=[CH:19][CH:20]=[C:12]12.[K], predict the reaction product. The product is: [CH:1]([C:3]1[CH:10]=[CH:9][C:6]([CH2:7][N:15]2[C:14](=[O:16])[C:13]3=[CH:17][CH:18]=[CH:19][CH:20]=[C:12]3[C:11]2=[O:21])=[CH:5][CH:4]=1)=[CH2:2]. (6) Given the reactants [Br:1][C:2]1[CH:3]=[C:4]([N:14]([CH3:16])[CH3:15])[C:5]([O:12][CH3:13])=[C:6]([C:8]([OH:11])([CH3:10])[CH3:9])[CH:7]=1.[C:17](=O)([O-])O.[Na+].O, predict the reaction product. The product is: [Br:1][C:2]1[CH:7]=[C:6]([C:8]([O:11][CH3:17])([CH3:9])[CH3:10])[C:5]([O:12][CH3:13])=[C:4]([N:14]([CH3:16])[CH3:15])[CH:3]=1. (7) Given the reactants [C:1]([C:4]1[S:8][C:7]([N:9]2[CH2:13][CH2:12][N:11]([CH2:14][C:15]3[CH:20]=[CH:19][C:18]([C:21]([N:23]4CCCC[CH2:24]4)=[O:22])=[CH:17][CH:16]=3)[C:10]2=[O:29])=[N:6][C:5]=1[CH3:30])(=O)C.C([C:34]1SC(N2CCN(CC3C=CC(C(NC)=O)=CC=3)C2=O)=[N:36][C:35]=1[CH3:56])(=O)C.COC(OC)([N:61](C)C)C.O.NN, predict the reaction product. The product is: [CH3:24][NH:23][C:21](=[O:22])[C:18]1[CH:19]=[CH:20][C:15]([CH2:14][N:11]2[CH2:12][CH2:13][N:9]([C:7]3[S:8][C:4]([C:1]4[NH:61][N:36]=[C:35]([CH3:56])[CH:34]=4)=[C:5]([CH3:30])[N:6]=3)[C:10]2=[O:29])=[CH:16][CH:17]=1. (8) Given the reactants [NH:1]1[CH:5]=[C:4]([C:6]2[C:7]([NH2:12])=[N:8][CH:9]=[CH:10][CH:11]=2)[CH:3]=[N:2]1.[H-].[Na+].[CH2:15]([O:22][C:23]1[CH:28]=[CH:27][C:26]([CH2:29]Cl)=[CH:25][N:24]=1)[C:16]1[CH:21]=[CH:20][CH:19]=[CH:18][CH:17]=1, predict the reaction product. The product is: [CH2:15]([O:22][C:23]1[N:24]=[CH:25][C:26]([CH2:29][N:1]2[CH:5]=[C:4]([C:6]3[C:7]([NH2:12])=[N:8][CH:9]=[CH:10][CH:11]=3)[CH:3]=[N:2]2)=[CH:27][CH:28]=1)[C:16]1[CH:17]=[CH:18][CH:19]=[CH:20][CH:21]=1. (9) Given the reactants [C:1]([OH:5])(=O)[CH2:2][OH:3].CN(C(ON1N=NC2C=CC=NC1=2)=[N+](C)C)C.F[P-](F)(F)(F)(F)F.CCN(C(C)C)C(C)C.[NH2:39][CH2:40][CH2:41][NH:42][C:43]1[N:48]=[C:47]([C:49]2[S:53][C:52]([C:54]([CH3:57])([CH3:56])[CH3:55])=[N:51][C:50]=2[C:58]2[C:59]([F:76])=[C:60]([NH:64][S:65]([C:68]3[CH:73]=[C:72]([F:74])[CH:71]=[CH:70][C:69]=3[F:75])(=[O:67])=[O:66])[CH:61]=[CH:62][CH:63]=2)[CH:46]=[CH:45][N:44]=1, predict the reaction product. The product is: [F:75][C:69]1[CH:70]=[CH:71][C:72]([F:74])=[CH:73][C:68]=1[S:65]([NH:64][C:60]1[C:59]([F:76])=[C:58]([C:50]2[N:51]=[C:52]([C:54]([CH3:56])([CH3:55])[CH3:57])[S:53][C:49]=2[C:47]2[CH:46]=[CH:45][N:44]=[C:43]([NH:42][CH2:41][CH2:40][NH:39][C:1](=[O:5])[CH2:2][OH:3])[N:48]=2)[CH:63]=[CH:62][CH:61]=1)(=[O:67])=[O:66].